Dataset: Forward reaction prediction with 1.9M reactions from USPTO patents (1976-2016). Task: Predict the product of the given reaction. (1) Given the reactants [C:1]([OH:12])(=O)/[CH:2]=[CH:3]/[CH2:4][CH2:5][CH2:6][CH2:7][CH2:8][CH2:9][CH3:10].[CH3:13][N:14]1[CH2:19][CH2:18][NH:17][CH2:16][CH2:15]1, predict the reaction product. The product is: [C:1]([N:17]1[CH2:18][CH2:19][N:14]([CH3:13])[CH2:15][CH2:16]1)(=[O:12])/[CH:2]=[CH:3]/[CH2:4][CH2:5][CH2:6][CH2:7][CH2:8][CH2:9][CH3:10]. (2) The product is: [Br:1][C:2]1[C:11]2[C:10](=[O:12])[C:9]3[N:17]=[CH:18][C:19]([CH3:21])=[CH:20][C:8]=3[C:7](=[O:14])[C:6]=2[N:5]=[CH:4][CH:3]=1. Given the reactants [Br:1][C:2]1[C:11]2[C:10](=[O:12])[C:9](Br)=[CH:8][C:7](=[O:14])[C:6]=2[N:5]=[CH:4][CH:3]=1.CN(C)[N:17]=[CH:18][C:19](=[CH2:21])[CH3:20], predict the reaction product. (3) Given the reactants [C:1]([OH:7])(=[O:6])[CH2:2][CH:3]=[CH:4][CH3:5].[C:8]([OH:14])(=[O:13])C=CCC.C(P(CC1C=CC=CC=1CP(C(C)(C)C)C(C)(C)C)C(C)(C)C)(C)(C)C.CS(O)(=O)=O, predict the reaction product. The product is: [C:8]([OH:14])(=[O:13])[CH2:5][CH2:4][CH2:3][CH2:2][C:1]([OH:7])=[O:6]. (4) Given the reactants [OH:1][C:2]1[C:11]([CH2:12][CH2:13][C:14]([CH3:16])=[CH2:15])=[C:10]([O:17][CH3:18])[CH:9]=[C:8](/[CH:19]=[CH:20]/[C:21]2[CH:26]=[CH:25][CH:24]=[CH:23][CH:22]=2)[C:3]=1[C:4]([O:6][CH3:7])=[O:5].C(N(CC)CC)C.Cl[C:35](Cl)=[O:36].[NH2:38][NH2:39], predict the reaction product. The product is: [NH:38]([C:35]([O:1][C:2]1[C:11]([CH2:12][CH2:13][C:14]([CH3:16])=[CH2:15])=[C:10]([O:17][CH3:18])[CH:9]=[C:8](/[CH:19]=[CH:20]/[C:21]2[CH:22]=[CH:23][CH:24]=[CH:25][CH:26]=2)[C:3]=1[C:4]([O:6][CH3:7])=[O:5])=[O:36])[NH2:39]. (5) The product is: [ClH:20].[CH3:1][O:2][C:3]1[CH:4]=[C:5]([CH:8]=[C:9]([O:13][CH3:14])[C:10]=1[O:11][CH3:12])[CH:6]=[N:19][NH:18][C:15]([NH2:17])=[NH:16]. Given the reactants [CH3:1][O:2][C:3]1[CH:4]=[C:5]([CH:8]=[C:9]([O:13][CH3:14])[C:10]=1[O:11][CH3:12])[CH:6]=O.[C:15]([NH:18][NH2:19])([NH2:17])=[NH:16].[ClH:20], predict the reaction product.